Dataset: Full USPTO retrosynthesis dataset with 1.9M reactions from patents (1976-2016). Task: Predict the reactants needed to synthesize the given product. Given the product [Cl:1][C:2]1[N:3]=[C:4]([N:23]2[CH2:28][CH2:27][O:26][CH2:25][CH2:24]2)[C:5]2[S:10][C:9]([CH2:11][N:12]3[CH2:17][CH2:16][CH:15]([NH:18][CH:29]4[CH2:31][CH2:30]4)[CH2:14][CH2:13]3)=[CH:8][C:6]=2[N:7]=1, predict the reactants needed to synthesize it. The reactants are: [Cl:1][C:2]1[N:3]=[C:4]([N:23]2[CH2:28][CH2:27][O:26][CH2:25][CH2:24]2)[C:5]2[S:10][C:9]([CH2:11][N:12]3[CH2:17][CH2:16][CH:15]([NH:18]CC4CC4)[CH2:14][CH2:13]3)=[CH:8][C:6]=2[N:7]=1.[CH:29]1(N)[CH2:31][CH2:30]1.